From a dataset of Full USPTO retrosynthesis dataset with 1.9M reactions from patents (1976-2016). Predict the reactants needed to synthesize the given product. (1) Given the product [CH:1]1([N:7]2[C:11](=[O:12])[C:10]([C:21]3[CH:26]=[CH:25][C:24]([O:27][CH3:28])=[CH:23][CH:22]=3)([C:13]3[CH:18]=[CH:17][C:16]([O:19][CH3:20])=[CH:15][CH:14]=3)[NH:9][C:8]2=[NH:30])[CH2:6][CH2:5][CH2:4][CH2:3][CH2:2]1, predict the reactants needed to synthesize it. The reactants are: [CH:1]1([N:7]2[C:11](=[O:12])[C:10]([C:21]3[CH:26]=[CH:25][C:24]([O:27][CH3:28])=[CH:23][CH:22]=3)([C:13]3[CH:18]=[CH:17][C:16]([O:19][CH3:20])=[CH:15][CH:14]=3)[NH:9][C:8]2=S)[CH2:6][CH2:5][CH2:4][CH2:3][CH2:2]1.[NH4+:30].C(OO)(C)(C)C. (2) Given the product [CH3:34][N:18]([CH3:17])[CH2:19][CH2:20][CH2:21][NH:22][C:23]([C:25]1[C:29]([CH3:30])=[C:28]([CH:31]=[C:10]2[C:9]3[C:13](=[CH:14][CH:15]=[C:7]([C:1]4[CH:2]=[CH:3][CH:4]=[CH:5][CH:6]=4)[CH:8]=3)[NH:12][C:11]2=[O:16])[NH:27][C:26]=1[CH3:33])=[O:24], predict the reactants needed to synthesize it. The reactants are: [C:1]1([C:7]2[CH:8]=[C:9]3[C:13](=[CH:14][CH:15]=2)[NH:12][C:11](=[O:16])[CH2:10]3)[CH:6]=[CH:5][CH:4]=[CH:3][CH:2]=1.[CH3:17][N:18]([CH3:34])[CH2:19][CH2:20][CH2:21][NH:22][C:23]([C:25]1[C:29]([CH3:30])=[C:28]([CH:31]=O)[NH:27][C:26]=1[CH3:33])=[O:24].